Dataset: Forward reaction prediction with 1.9M reactions from USPTO patents (1976-2016). Task: Predict the product of the given reaction. (1) Given the reactants Br[C:2]1[CH:22]=[N:21][C:5]2[NH:6][C:7](=[O:20])[CH2:8][N:9]([CH2:11][CH2:12][CH2:13][N:14]3[CH2:19][CH2:18][O:17][CH2:16][CH2:15]3)[CH2:10][C:4]=2[CH:3]=1.[C:23]([O:27][C:28]([CH3:31])([CH3:30])[CH3:29])(=[O:26])[CH:24]=[CH2:25].C(N(C(C)C)C(C)C)C.CC1C=CC=CC=1P(C1C=CC=CC=1C)C1C=CC=CC=1C, predict the reaction product. The product is: [C:28]([O:27][C:23](=[O:26])/[CH:24]=[CH:25]/[C:2]1[CH:22]=[N:21][C:5]2[NH:6][C:7](=[O:20])[CH2:8][N:9]([CH2:11][CH2:12][CH2:13][N:14]3[CH2:19][CH2:18][O:17][CH2:16][CH2:15]3)[CH2:10][C:4]=2[CH:3]=1)([CH3:31])([CH3:30])[CH3:29]. (2) The product is: [C:12]([C:13]1[C:9](=[O:10])[N:8]([C:3]2[CH:4]=[CH:5][CH:6]=[CH:7][C:2]=2[Cl:1])[C:24]([CH3:29])=[CH:25][C:14]=1[OH:15])(=[O:16])[CH3:11]. Given the reactants [Cl:1][C:2]1[CH:7]=[CH:6][CH:5]=[CH:4][C:3]=1[N:8]=[C:9]=[O:10].[CH2:11]=[C:12]1[O:16][C:14](=[O:15])[CH2:13]1.C(N(CC)CC)C.[C:24]1(C)[CH:29]=CC=C[CH:25]=1, predict the reaction product. (3) Given the reactants Cl[C:2]1[N:7]=[CH:6][C:5]([O:8][CH2:9][CH2:10][CH2:11][CH:12]2[CH2:17][CH2:16][N:15]([C:18]3[O:22][N:21]=[C:20]([CH:23]([CH3:25])[CH3:24])[N:19]=3)[CH2:14][CH2:13]2)=[CH:4][N:3]=1.Cl.C1C2C(C[O:41]C(=O)[NH:43][C@H:44]3[C@H:48]([C:49]4[CH:54]=[CH:53][CH:52]=[CH:51][C:50]=4[F:55])[CH2:47][NH:46][CH2:45]3)C3C(=CC=CC=3)C=2C=CC=1.C1CCN2C(=NCCC2)CC1.[OH2:68].C[S:70](C)=[O:71], predict the reaction product. The product is: [C:12]1([CH3:13])[CH:11]=[CH:10][C:9]([S:70]([OH:71])(=[O:41])=[O:68])=[CH:16][CH:17]=1.[F:55][C:50]1[CH:51]=[CH:52][CH:53]=[CH:54][C:49]=1[C@H:48]1[CH2:47][N:46]([C:2]2[N:7]=[CH:6][C:5]([O:8][CH2:9][CH2:10][CH2:11][CH:12]3[CH2:17][CH2:16][N:15]([C:18]4[O:22][N:21]=[C:20]([CH:23]([CH3:25])[CH3:24])[N:19]=4)[CH2:14][CH2:13]3)=[CH:4][N:3]=2)[CH2:45][C@@H:44]1[NH2:43].